From a dataset of Forward reaction prediction with 1.9M reactions from USPTO patents (1976-2016). Predict the product of the given reaction. (1) Given the reactants [CH3:1][C:2]1[O:6][C:5]([C:7]2[CH:12]=[CH:11][CH:10]=[CH:9][CH:8]=2)=[N:4][C:3]=1[CH2:13][O:14][C:15]1[CH:23]=[CH:22][C:18]([CH2:19][O:20][NH2:21])=[CH:17][CH:16]=1.O=[C:25]([C:31]1[CH:36]=[CH:35][CH:34]=[CH:33][CH:32]=1)[CH2:26][CH2:27][C:28]([NH2:30])=[O:29].C(O)(=O)C.C([O-])(=O)C.[Na+], predict the reaction product. The product is: [CH3:1][C:2]1[O:6][C:5]([C:7]2[CH:8]=[CH:9][CH:10]=[CH:11][CH:12]=2)=[N:4][C:3]=1[CH2:13][O:14][C:15]1[CH:16]=[CH:17][C:18]([CH2:19][O:20]/[N:21]=[C:25](\[C:31]2[CH:36]=[CH:35][CH:34]=[CH:33][CH:32]=2)/[CH2:26][CH2:27][C:28]([NH2:30])=[O:29])=[CH:22][CH:23]=1. (2) Given the reactants [O:1]=[C:2]1[CH2:6][CH2:5][CH:4]([C:7]([O:9][CH3:10])=[O:8])[CH2:3]1.[C:11]([Mg]Br)#[CH:12], predict the reaction product. The product is: [C:11]([C:2]1([OH:1])[CH2:6][CH2:5][CH:4]([C:7]([O:9][CH3:10])=[O:8])[CH2:3]1)#[CH:12]. (3) Given the reactants Cl[C:2]1[C:3]([NH2:9])=[N:4][CH:5]=[N:6][C:7]=1Cl.[NH2:10][CH2:11][C@H:12]1[CH2:16][CH2:15][N:14]([C:17]([O:19]C(C)(C)C)=O)[CH2:13]1.[O:24]([C:31]1[CH:36]=[CH:35][C:34](B(O)O)=[CH:33][CH:32]=1)[C:25]1[CH:30]=[CH:29][CH:28]=[CH:27][CH:26]=1.[C:40](Cl)(=O)[CH:41]=C, predict the reaction product. The product is: [NH2:9][C:3]1[N:4]=[CH:5][N:6]=[C:7]([NH:10][CH2:11][C@H:12]2[CH2:16][CH2:15][N:14]([C:17](=[O:19])[CH:40]=[CH2:41])[CH2:13]2)[C:2]=1[C:28]1[CH:29]=[CH:30][C:25]([O:24][C:31]2[CH:36]=[CH:35][CH:34]=[CH:33][CH:32]=2)=[CH:26][CH:27]=1. (4) Given the reactants [Br:1][C:2]1[CH:7]=[CH:6][C:5]([S:8](Cl)(=[O:10])=[O:9])=[CH:4][C:3]=1[F:12].[CH:13]([NH2:16])([CH3:15])[CH3:14], predict the reaction product. The product is: [Br:1][C:2]1[CH:7]=[CH:6][C:5]([S:8]([NH:16][CH:13]([CH3:15])[CH3:14])(=[O:10])=[O:9])=[CH:4][C:3]=1[F:12]. (5) Given the reactants Cl.C(OC([N:9]1[CH2:14][CH2:13][C@@H:12]([N:15]2[CH:19]=[C:18]([C:20]3[C:21]([O:35][CH:36]4[CH2:39][CH2:38][CH2:37]4)=[C:22]4[C:27](=[CH:28][CH:29]=3)[N:26]([C:30]([O:32][CH3:33])=[O:31])[C@@H:25]([CH3:34])[CH2:24][CH2:23]4)[CH:17]=[N:16]2)[C@@H:11]([F:40])[CH2:10]1)=O)(C)(C)C, predict the reaction product. The product is: [CH:36]1([O:35][C:21]2[C:20]([C:18]3[CH:17]=[N:16][N:15]([C@@H:12]4[CH2:13][CH2:14][NH:9][CH2:10][C@@H:11]4[F:40])[CH:19]=3)=[CH:29][CH:28]=[C:27]3[C:22]=2[CH2:23][CH2:24][C@H:25]([CH3:34])[N:26]3[C:30]([O:32][CH3:33])=[O:31])[CH2:37][CH2:38][CH2:39]1. (6) Given the reactants [CH3:1][O:2][C:3]1[CH:4]=[C:5]([Br:9])[CH:6]=[CH:7][CH:8]=1.[C:10](Cl)(=[O:14])[C:11]([CH3:13])=[CH2:12].[Cl-].[Al+3].[Cl-].[Cl-], predict the reaction product. The product is: [Br:9][C:5]1[CH:6]=[CH:7][C:8]([C:10](=[O:14])[C:11]([CH3:13])=[CH2:12])=[C:3]([O:2][CH3:1])[CH:4]=1.